The task is: Predict the reactants needed to synthesize the given product.. This data is from Full USPTO retrosynthesis dataset with 1.9M reactions from patents (1976-2016). Given the product [C:1]([O:5][C:6]([N:8]1[CH2:13][CH2:12][CH:11]([O:14][C:15]2[N:16]=[N:17][C:18]([CH2:35][CH2:36][CH2:37][CH3:38])=[C:19]([C:21]3[CH:26]=[CH:25][C:24]([O:27][CH:28]4[CH2:33][CH2:32][CH2:31][CH2:30][CH2:29]4)=[C:23]([C:49]([O:55][CH3:54])=[O:50])[CH:22]=3)[CH:20]=2)[CH2:10][CH2:9]1)=[O:7])([CH3:4])([CH3:3])[CH3:2], predict the reactants needed to synthesize it. The reactants are: [C:1]([O:5][C:6]([N:8]1[CH2:13][CH2:12][CH:11]([O:14][C:15]2[N:16]=[N:17][C:18]([CH2:35][CH2:36][CH2:37][CH3:38])=[C:19]([C:21]3[CH:26]=[CH:25][C:24]([O:27][CH:28]4[CH2:33][CH2:32][CH2:31][CH2:30][CH2:29]4)=[C:23](Br)[CH:22]=3)[CH:20]=2)[CH2:10][CH2:9]1)=[O:7])([CH3:4])([CH3:3])[CH3:2].ClCCl.C(N(CC)CC)C.[CH3:49][OH:50].CN([CH:54]=[O:55])C.